From a dataset of Reaction yield outcomes from USPTO patents with 853,638 reactions. Predict the reaction yield, written as a fraction of the theoretical maximum amount of product (1.0 means a 100% yield; for example, 0.34 means a 34% yield). (1) The reactants are [C:1]([O:4][C:5]1[CH:6]=[CH:7][C:8]2[C:12]([O:13][C:14]3[CH:19]=[CH:18][C:17](/[CH:20]=[CH:21]/[C:22]([O:24]C(C)(C)C)=[O:23])=[CH:16][CH:15]=3)=[C:11]([C:29]3[CH:34]=[CH:33][CH:32]=[CH:31][C:30]=3[CH:35]([CH3:37])[CH3:36])[S:10][C:9]=2[CH:38]=1)(=[O:3])[CH3:2].C(O)(C(F)(F)F)=O. The catalyst is C(Cl)Cl.CO. The product is [C:1]([O:4][C:5]1[CH:6]=[CH:7][C:8]2[C:12]([O:13][C:14]3[CH:15]=[CH:16][C:17](/[CH:20]=[CH:21]/[C:22]([OH:24])=[O:23])=[CH:18][CH:19]=3)=[C:11]([C:29]3[CH:34]=[CH:33][CH:32]=[CH:31][C:30]=3[CH:35]([CH3:36])[CH3:37])[S:10][C:9]=2[CH:38]=1)(=[O:3])[CH3:2]. The yield is 0.670. (2) The reactants are [CH:1]1[C:2](=O)[CH2:3][CH:4]2[C:9]=1[CH2:8][CH2:7][CH2:6][CH2:5]2.C(OCC)C.[CH3:16][Li:17].[Cl-].[NH4+].CCCCCC.C([Li])CCC. The catalyst is C1(C)C=CC=CC=1.O1CCCC1. The product is [CH3:1][CH:2]1[CH2:3][CH:4]2[C:5](=[CH:6][CH:7]=[CH:8][CH2:9]2)[CH:16]1[Li:17]. The yield is 0.680.